Dataset: Reaction yield outcomes from USPTO patents with 853,638 reactions. Task: Predict the reaction yield, written as a fraction of the theoretical maximum amount of product (1.0 means a 100% yield; for example, 0.34 means a 34% yield). (1) The reactants are CS([O:5][CH2:6][CH2:7][O:8][CH2:9][CH2:10][O:11][CH2:12][CH2:13][N:14]=[N+:15]=[N-:16])(=O)=O.C([O-])([O-])=O.[Na+].[Na+].[CH3:23][C:24]1[CH:25]=[C:26](O)[CH:27]=[C:28]([CH3:30])[CH:29]=1.CN(C=O)C. The catalyst is O. The product is [N:14]([CH2:13][CH2:12][O:11][CH2:10][CH2:9][O:8][CH2:7][CH2:6][O:5][C:26]1[CH:27]=[C:28]([CH3:30])[CH:29]=[C:24]([CH3:23])[CH:25]=1)=[N+:15]=[N-:16]. The yield is 0.670. (2) The reactants are [NH:1]1[CH2:11][CH2:10][CH:4](C(OCC)=O)[CH2:3][CH2:2]1.[C:12](O[C:12]([O:14][C:15]([CH3:18])([CH3:17])[CH3:16])=[O:13])([O:14][C:15]([CH3:18])([CH3:17])[CH3:16])=[O:13]. The catalyst is O1CCCC1. The product is [C:12]([N:1]1[CH2:2][CH2:3][CH2:4][CH2:10][CH2:11]1)([O:14][C:15]([CH3:18])([CH3:17])[CH3:16])=[O:13]. The yield is 1.00. (3) The reactants are [Cl:1][C:2]1[CH:3]=[C:4]([NH:26][C:27]([C:29]2[S:46][C:32]3=[N:33][CH:34]=[C:35]([N:37](S(C)(=O)=O)[S:38]([CH3:41])(=[O:40])=[O:39])[N:36]=[C:31]3[CH:30]=2)=[O:28])[CH:5]=[C:6]([C:8]([C:11]2[CH:16]=[C:15]([O:17][C:18]([F:21])([F:20])[F:19])[CH:14]=[C:13]([O:22][CH:23]([CH3:25])[CH3:24])[CH:12]=2)([CH3:10])[CH3:9])[CH:7]=1.[OH-].[K+].O. The catalyst is C1COCC1. The product is [Cl:1][C:2]1[CH:3]=[C:4]([NH:26][C:27]([C:29]2[S:46][C:32]3=[N:33][CH:34]=[C:35]([NH:37][S:38]([CH3:41])(=[O:40])=[O:39])[N:36]=[C:31]3[CH:30]=2)=[O:28])[CH:5]=[C:6]([C:8]([C:11]2[CH:16]=[C:15]([O:17][C:18]([F:21])([F:20])[F:19])[CH:14]=[C:13]([O:22][CH:23]([CH3:24])[CH3:25])[CH:12]=2)([CH3:10])[CH3:9])[CH:7]=1. The yield is 0.500. (4) The reactants are Cl.[F:2][C:3]1[CH:8]=[CH:7][C:6]([N:9]2[C:13]([CH2:14][NH2:15])=[CH:12][C:11]([C:16]([F:19])([F:18])[F:17])=[N:10]2)=[CH:5][CH:4]=1.[C:20]([OH:24])(=O)[CH2:21][CH3:22].[CH:25]1[CH:26]=[CH:27][C:28]2N(O)N=N[C:29]=2[CH:30]=1.CN([C:38]([O:42]N1N=NC2C=CC=CC1=2)=[N+](C)C)C.[B-](F)(F)(F)[F:53].CCN(C(C)C)C(C)C. The catalyst is C1COCC1.CN(C=O)C.CCOC(C)=O. The product is [F:53][C:29]1[CH:30]=[C:25]([CH:21]([CH3:22])[C:20]([NH:15][CH2:14][C:13]2[N:9]([C:6]3[CH:7]=[CH:8][C:3]([F:2])=[CH:4][CH:5]=3)[N:10]=[C:11]([C:16]([F:17])([F:19])[F:18])[CH:12]=2)=[O:24])[CH:26]=[CH:27][C:28]=1[CH2:38][OH:42]. The yield is 0.790. (5) The reactants are [O:1]=[C:2]1[CH2:10][C:9]2[C:4](=[CH:5][C:6]([C:11]([C:13]3[CH:14]=[C:15]([NH:19][C:20]([C:22]4[CH:23]=[N:24][N:25]([CH3:28])[C:26]=4[CH3:27])=[O:21])[CH:16]=[CH:17][CH:18]=3)=[O:12])=[CH:7][CH:8]=2)[NH:3]1.[CH:29](OCC)=[O:30].[O-]CC.[Na+]. The catalyst is C(O)C. The product is [OH:30][CH:29]=[C:10]1[C:9]2[C:4](=[CH:5][C:6]([C:11]([C:13]3[CH:14]=[C:15]([NH:19][C:20]([C:22]4[CH:23]=[N:24][N:25]([CH3:28])[C:26]=4[CH3:27])=[O:21])[CH:16]=[CH:17][CH:18]=3)=[O:12])=[CH:7][CH:8]=2)[NH:3][C:2]1=[O:1]. The yield is 0.740. (6) The product is [N:16]1([CH2:22][C:23]2[CH:28]=[CH:27][C:26]([C:2]3[CH:3]=[C:4]([C:9]4[CH:14]=[CH:13][N:12]=[CH:11][C:10]=4[NH2:15])[C:5]([F:8])=[N:6][CH:7]=3)=[CH:25][CH:24]=2)[CH2:21][CH2:20][CH2:19][CH2:18][CH2:17]1. The yield is 0.650. The reactants are Br[C:2]1[CH:3]=[C:4]([C:9]2[CH:14]=[CH:13][N:12]=[CH:11][C:10]=2[NH2:15])[C:5]([F:8])=[N:6][CH:7]=1.[N:16]1([CH2:22][C:23]2[CH:28]=[CH:27][C:26](B(O)O)=[CH:25][CH:24]=2)[CH2:21][CH2:20][CH2:19][CH2:18][CH2:17]1. The catalyst is C(#N)C.[F-].[K+].O.CO.C(Cl)Cl.Cl[Pd](Cl)([P](C1C=CC=CC=1)(C1C=CC=CC=1)C1C=CC=CC=1)[P](C1C=CC=CC=1)(C1C=CC=CC=1)C1C=CC=CC=1. (7) The catalyst is CN(C=O)C. The product is [CH3:3][C:4]1[N:8]([CH:18]2[CH2:23][CH2:22][N:21]([C:24]([O:26][C:27]([CH3:30])([CH3:29])[CH3:28])=[O:25])[CH2:20][CH2:19]2)[C:7]2[CH:9]=[CH:10][CH:11]=[CH:12][C:6]=2[N:5]=1. The yield is 0.0700. The reactants are [H-].[Na+].[CH3:3][C:4]1[NH:5][C:6]2[CH:12]=[CH:11][CH:10]=[CH:9][C:7]=2[N:8]=1.CS(O[CH:18]1[CH2:23][CH2:22][N:21]([C:24]([O:26][C:27]([CH3:30])([CH3:29])[CH3:28])=[O:25])[CH2:20][CH2:19]1)(=O)=O. (8) The yield is 0.151. The catalyst is C(O)(=O)C.C(OCC)(=O)C. The reactants are [CH3:1][O:2][C:3](=[O:41])[C:4]1[CH:9]=[CH:8][C:7]([NH:10][C:11]([C@H:13]2[C@H:17]([C:18]3[CH:23]=[CH:22][CH:21]=[C:20]([Cl:24])[C:19]=3[F:25])[C@:16]([C:28]3[CH:33]=[CH:32][C:31]([Cl:34])=[CH:30][C:29]=3[F:35])([C:26]#[N:27])[C@H:15]([CH2:36][C:37]([CH3:40])([CH3:39])[CH3:38])[NH:14]2)=[O:12])=[CH:6][CH:5]=1.[F:42][C:43]1[CH:48]=[CH:47][CH:46]=[CH:45][C:44]=1[CH2:49][CH:50]=O.C(O[BH-](OC(=O)C)OC(=O)C)(=O)C.[Na+]. The product is [CH3:1][O:2][C:3](=[O:41])[C:4]1[CH:9]=[CH:8][C:7]([NH:10][C:11]([C@H:13]2[C@H:17]([C:18]3[CH:23]=[CH:22][CH:21]=[C:20]([Cl:24])[C:19]=3[F:25])[C@:16]([C:28]3[CH:33]=[CH:32][C:31]([Cl:34])=[CH:30][C:29]=3[F:35])([C:26]#[N:27])[C@H:15]([CH2:36][C:37]([CH3:38])([CH3:40])[CH3:39])[N:14]2[CH2:50][CH2:49][C:44]2[CH:45]=[CH:46][CH:47]=[CH:48][C:43]=2[F:42])=[O:12])=[CH:6][CH:5]=1. (9) The reactants are I[C:2]1[CH:8]=[CH:7][C:5]([NH2:6])=[C:4]([N+:9]([O-:11])=[O:10])[CH:3]=1.[CH2:12]=[CH:13][C:14]1[CH:19]=[CH:18][CH:17]=[CH:16][CH:15]=1.C(N(CC)C(C)C)(C)C. The catalyst is C([O-])(=O)C.[Pd+2].C([O-])(=O)C.C(#N)C. The product is [N+:9]([C:4]1[CH:3]=[C:2]([CH:12]=[CH:13][C:14]2[CH:19]=[CH:18][CH:17]=[CH:16][CH:15]=2)[CH:8]=[CH:7][C:5]=1[NH2:6])([O-:11])=[O:10]. The yield is 0.760. (10) The yield is 0.910. The product is [NH2:8][C@H:9]([CH3:10])[C:11]([NH:33][C:32]1[CH:34]=[C:35]([CH3:37])[CH:36]=[C:30]([CH3:29])[CH:31]=1)=[O:12]. The reactants are C([NH:8][C@H:9]([C:11](O)=[O:12])[CH3:10])(OC(C)(C)C)=O.C1(N=C=NC2CCCCC2)CCCCC1.[CH3:29][C:30]1[CH:31]=[C:32]([CH:34]=[C:35]([CH3:37])[CH:36]=1)[NH2:33]. The catalyst is ClCCl.